Dataset: Full USPTO retrosynthesis dataset with 1.9M reactions from patents (1976-2016). Task: Predict the reactants needed to synthesize the given product. (1) Given the product [NH2:5][C:4]1[C:3]2[CH:6]=[C:7]3[C:8]([O:12][CH2:11][O:10]3)=[CH:9][C:2]=2[O:1][C:14]=1[C:15]([C:17]1[CH:22]=[CH:21][C:20]([Cl:23])=[CH:19][C:18]=1[Cl:24])=[O:16], predict the reactants needed to synthesize it. The reactants are: [OH:1][C:2]1[CH:9]=[CH:8][C:7]([O:10][CH2:11][OH:12])=[CH:6][C:3]=1[C:4]#[N:5].Cl[CH2:14][C:15]([C:17]1[CH:22]=[CH:21][C:20]([Cl:23])=[CH:19][C:18]=1[Cl:24])=[O:16].C(=O)([O-])[O-].[K+].[K+]. (2) Given the product [CH2:1]([O:8][C:9]1[CH:14]=[CH:13][C:12]([N:15]2[C:32]([CH3:40])=[C:33]([C:34]([O:36][CH2:37][CH3:38])=[O:35])[N:17]=[C:16]2[C:18]2[CH:23]=[CH:22][CH:21]=[CH:20][C:19]=2[Cl:24])=[CH:11][CH:10]=1)[C:2]1[CH:3]=[CH:4][CH:5]=[CH:6][CH:7]=1, predict the reactants needed to synthesize it. The reactants are: [CH2:1]([O:8][C:9]1[CH:14]=[CH:13][C:12]([NH:15][C:16]([C:18]2[CH:23]=[CH:22][CH:21]=[CH:20][C:19]=2[Cl:24])=[NH:17])=[CH:11][CH:10]=1)[C:2]1[CH:7]=[CH:6][CH:5]=[CH:4][CH:3]=1.C(=O)([O-])[O-].[K+].[K+].Br[CH:32]([CH3:40])[C:33](=O)[C:34]([O:36][CH2:37][CH3:38])=[O:35].